Dataset: Full USPTO retrosynthesis dataset with 1.9M reactions from patents (1976-2016). Task: Predict the reactants needed to synthesize the given product. (1) Given the product [CH2:1]([O:3][C:4](=[O:16])[C:5]([C:8]1[CH:13]=[CH:12][CH:11]=[C:10]([C:14]#[C:15][C:24]2[CH:25]=[CH:26][C:21]([CH2:20][C:19]([O:18][CH3:17])=[O:28])=[CH:22][CH:23]=2)[CH:9]=1)([CH3:6])[CH3:7])[CH3:2], predict the reactants needed to synthesize it. The reactants are: [CH2:1]([O:3][C:4](=[O:16])[C:5]([C:8]1[CH:13]=[CH:12][CH:11]=[C:10]([C:14]#[CH:15])[CH:9]=1)([CH3:7])[CH3:6])[CH3:2].[CH3:17][O:18][C:19](=[O:28])[CH2:20][C:21]1[CH:26]=[CH:25][C:24](I)=[CH:23][CH:22]=1.C(N(CC)CC)C.C(OCC)(=O)C. (2) The reactants are: [N:1]1([C:8]([O:10][C:11]([CH3:14])([CH3:13])[CH3:12])=[O:9])[CH2:7][CH2:6][CH2:5][NH:4][CH2:3][CH2:2]1.Br[C:16]1[CH:21]=[CH:20][C:19]([Br:22])=[CH:18][N:17]=1.C(=O)([O-])[O-].[K+].[K+]. Given the product [Br:22][C:19]1[CH:20]=[CH:21][C:16]([N:4]2[CH2:5][CH2:6][CH2:7][N:1]([C:8]([O:10][C:11]([CH3:14])([CH3:13])[CH3:12])=[O:9])[CH2:2][CH2:3]2)=[N:17][CH:18]=1, predict the reactants needed to synthesize it. (3) Given the product [Cl:2][CH2:3][C:4]1[CH:13]=[CH:12][C:11]2[C:6](=[CH:7][CH:8]=[CH:9][CH:10]=2)[N:5]=1, predict the reactants needed to synthesize it. The reactants are: Cl.[Cl:2][CH2:3][C:4]1[CH:13]=[CH:12][C:11]2[C:6](=[CH:7][CH:8]=[CH:9][CH:10]=2)[N:5]=1.C(=O)([O-])O.[Na+].